This data is from Full USPTO retrosynthesis dataset with 1.9M reactions from patents (1976-2016). The task is: Predict the reactants needed to synthesize the given product. (1) Given the product [OH:8][CH2:7][CH:4]1[CH2:5][CH2:6][N:1]([C:19]([O:18][CH2:16][CH3:17])=[O:20])[CH2:2][CH2:3]1, predict the reactants needed to synthesize it. The reactants are: [NH:1]1[CH2:6][CH2:5][CH:4]([CH2:7][OH:8])[CH2:3][CH2:2]1.C(N(CC)CC)C.[CH2:16]([O:18][C:19](Cl)=[O:20])[CH3:17]. (2) Given the product [CH2:20]([O:22][C:23](=[O:28])[C:24]1[C:3]([C:2]([F:19])([F:18])[F:1])=[CH:4][C:5]([C:7]2[CH:12]=[CH:11][C:10]([C:13]([F:16])([F:15])[F:14])=[CH:9][CH:8]=2)=[N:27][C:25]=1[CH3:26])[CH3:21], predict the reactants needed to synthesize it. The reactants are: [F:1][C:2]([F:19])([F:18])/[C:3](/O)=[CH:4]/[C:5]([C:7]1[CH:12]=[CH:11][C:10]([C:13]([F:16])([F:15])[F:14])=[CH:9][CH:8]=1)=O.[CH2:20]([O:22][C:23](=[O:28])/[CH:24]=[C:25](\[NH2:27])/[CH3:26])[CH3:21]. (3) Given the product [Br:1][C:2]1[CH:3]=[C:4]([N:8]2[C:12]3=[N:13][CH:14]=[CH:15][CH:16]=[C:11]3[C:10]([C:17]([NH2:24])=[O:19])=[N:9]2)[CH:5]=[CH:6][CH:7]=1, predict the reactants needed to synthesize it. The reactants are: [Br:1][C:2]1[CH:3]=[C:4]([N:8]2[C:12]3=[N:13][CH:14]=[CH:15][CH:16]=[C:11]3[C:10]([C:17]([O:19]CC)=O)=[N:9]2)[CH:5]=[CH:6][CH:7]=1.C([NH2:24])=O.C[O-].[Na+]. (4) Given the product [C:4]([O-:5])(=[O:25])[CH3:1].[NH4+:20].[CH3:38][O:37][CH2:36][CH2:35][N:20]1[CH:19]=[C:18]([C:15]2([CH3:7])[CH2:17][CH2:16]2)[S:22]/[C:21]/1=[N:23]\[C:24]([C:26]12[CH2:33][CH:32]3[CH2:34][CH:28]([CH2:29][CH:30]1[CH2:31]3)[CH2:27]2)=[O:25], predict the reactants needed to synthesize it. The reactants are: [CH2:1]([CH2:4][O:5]C)OC.[CH2:7]([Zn]CC)C.ICI.[C:15]([C:18]1[S:22]/[C:21](=[N:23]\[C:24]([C:26]23[CH2:33][CH:32]4[CH2:34][CH:28]([CH2:29][CH:30]2[CH2:31]4)[CH2:27]3)=[O:25])/[N:20]([CH2:35][CH2:36][O:37][CH3:38])[CH:19]=1)([CH3:17])=[CH2:16]. (5) Given the product [CH3:58][N:59]([CH3:61])[CH2:60][CH2:41][CH2:40][C:35]1[CH:36]=[CH:37][CH:38]=[CH:39][C:34]=1[O:33][CH2:32][CH2:31][O:30][CH:18]1[CH:17]([C:14]2[CH:13]=[CH:12][C:11]([O:10][CH2:9][CH2:8][CH2:7][O:6][CH2:5][C:4]3[CH:53]=[CH:54][CH:55]=[CH:56][C:3]=3[O:2][CH3:1])=[CH:16][CH:15]=2)[CH2:22][CH2:21][N:20]([C:23]([O:25][C:26]([CH3:27])([CH3:28])[CH3:29])=[O:24])[CH2:19]1, predict the reactants needed to synthesize it. The reactants are: [CH3:1][O:2][C:3]1[CH:56]=[CH:55][CH:54]=[CH:53][C:4]=1[CH2:5][O:6][CH2:7][CH2:8][CH2:9][O:10][C:11]1[CH:16]=[CH:15][C:14]([CH:17]2[CH2:22][CH2:21][N:20]([C:23]([O:25][C:26]([CH3:29])([CH3:28])[CH3:27])=[O:24])[CH2:19][CH:18]2[O:30][CH2:31][CH2:32][O:33][C:34]2[CH:39]=[CH:38][CH:37]=[CH:36][C:35]=2[CH2:40][CH2:41]OS(C2C=CC(C)=CC=2)(=O)=O)=[CH:13][CH:12]=1.Cl.[CH3:58][NH:59][CH3:60].[CH2:61](N(CC)CC)C. (6) Given the product [Cl:26][C:27]1[CH:32]=[C:31]([F:33])[C:30]([F:34])=[CH:29][C:28]=1[C:35]1[CH:40]=[CH:39][CH:38]=[C:37]([NH:41][C:14]([C@@H:9]2[CH2:10][C@@H:11]([F:13])[CH2:12][N:8]2[C:6]([O:5][C:1]([CH3:2])([CH3:3])[CH3:4])=[O:7])=[O:16])[C:36]=1[F:42], predict the reactants needed to synthesize it. The reactants are: [C:1]([O:5][C:6]([N:8]1[CH2:12][C@H:11]([F:13])[CH2:10][C@H:9]1[C:14]([OH:16])=O)=[O:7])([CH3:4])([CH3:3])[CH3:2].ClC(N(C)C)=C(C)C.Cl.[Cl:26][C:27]1[CH:32]=[C:31]([F:33])[C:30]([F:34])=[CH:29][C:28]=1[C:35]1[CH:40]=[CH:39][CH:38]=[C:37]([NH2:41])[C:36]=1[F:42].CCN(C(C)C)C(C)C. (7) Given the product [C@@H:1]1([N:9]2[CH:13]=[C:12]([C:30]#[C:29][CH2:28][NH:31][C:32](=[O:45])[CH2:33][CH2:34][CH2:35][CH2:36][CH2:37][NH:38][C:39](=[O:44])[C:40]([F:42])([F:43])[F:41])[CH:11]=[C:10]2[N+:15]([O-:17])=[O:16])[O:6][C@H:5]([CH2:7][OH:8])[C@@H:3]([OH:4])[CH2:2]1, predict the reactants needed to synthesize it. The reactants are: [C@@H:1]1([N:9]2[CH:13]=[C:12](I)[CH:11]=[C:10]2[N+:15]([O-:17])=[O:16])[O:6][C@H:5]([CH2:7][OH:8])[C@@H:3]([OH:4])[CH2:2]1.C(#N)C.C(N(CC)CC)C.[CH2:28]([NH:31][C:32](=[O:45])[CH2:33][CH2:34][CH2:35][CH2:36][CH2:37][NH:38][C:39](=[O:44])[C:40]([F:43])([F:42])[F:41])[C:29]#[CH:30]. (8) The reactants are: Cl[C:2]1[CH:7]=[C:6]([C:8]([CH3:11])([CH3:10])[CH3:9])[CH:5]=[CH:4][N:3]=1.[Cl:12][C:13]1[CH:14]=[C:15](B(O)O)[CH:16]=[CH:17][CH:18]=1.O.C(=O)([O-])[O-].[K+].[K+]. Given the product [Cl:12][C:13]1[CH:18]=[C:17]([C:2]2[CH:7]=[C:6]([C:8]([CH3:11])([CH3:10])[CH3:9])[CH:5]=[CH:4][N:3]=2)[CH:16]=[CH:15][CH:14]=1, predict the reactants needed to synthesize it.